From a dataset of NCI-60 drug combinations with 297,098 pairs across 59 cell lines. Regression. Given two drug SMILES strings and cell line genomic features, predict the synergy score measuring deviation from expected non-interaction effect. (1) Drug 1: CC1=C2C(C(=O)C3(C(CC4C(C3C(C(C2(C)C)(CC1OC(=O)C(C(C5=CC=CC=C5)NC(=O)C6=CC=CC=C6)O)O)OC(=O)C7=CC=CC=C7)(CO4)OC(=O)C)O)C)OC(=O)C. Drug 2: C(CCl)NC(=O)N(CCCl)N=O. Cell line: KM12. Synergy scores: CSS=51.8, Synergy_ZIP=5.43, Synergy_Bliss=1.68, Synergy_Loewe=-30.8, Synergy_HSA=1.39. (2) Drug 1: C1CC(C1)(C(=O)O)C(=O)O.[NH2-].[NH2-].[Pt+2]. Drug 2: CC1=C2C(C(=O)C3(C(CC4C(C3C(C(C2(C)C)(CC1OC(=O)C(C(C5=CC=CC=C5)NC(=O)OC(C)(C)C)O)O)OC(=O)C6=CC=CC=C6)(CO4)OC(=O)C)O)C)O. Cell line: SR. Synergy scores: CSS=39.2, Synergy_ZIP=1.11, Synergy_Bliss=1.53, Synergy_Loewe=0.796, Synergy_HSA=0.967. (3) Drug 1: C1=CC(=CC=C1CC(C(=O)O)N)N(CCCl)CCCl.Cl. Drug 2: C1=CC(=CC=C1CCCC(=O)O)N(CCCl)CCCl. Cell line: SK-MEL-5. Synergy scores: CSS=24.3, Synergy_ZIP=-3.37, Synergy_Bliss=0.123, Synergy_Loewe=-3.05, Synergy_HSA=-2.31. (4) Drug 1: CCCCC(=O)OCC(=O)C1(CC(C2=C(C1)C(=C3C(=C2O)C(=O)C4=C(C3=O)C=CC=C4OC)O)OC5CC(C(C(O5)C)O)NC(=O)C(F)(F)F)O. Drug 2: C1CN1C2=NC(=NC(=N2)N3CC3)N4CC4. Cell line: MALME-3M. Synergy scores: CSS=45.5, Synergy_ZIP=0.826, Synergy_Bliss=0.0128, Synergy_Loewe=-20.3, Synergy_HSA=-9.17. (5) Drug 1: C1C(C(OC1N2C=NC3=C2NC=NCC3O)CO)O. Drug 2: C1CCC(C(C1)N)N.C(=O)(C(=O)[O-])[O-].[Pt+4]. Cell line: COLO 205. Synergy scores: CSS=26.8, Synergy_ZIP=0.200, Synergy_Bliss=1.71, Synergy_Loewe=-5.30, Synergy_HSA=2.38. (6) Drug 1: C1CCC(C1)C(CC#N)N2C=C(C=N2)C3=C4C=CNC4=NC=N3. Drug 2: CC1C(C(CC(O1)OC2CC(CC3=C2C(=C4C(=C3O)C(=O)C5=C(C4=O)C(=CC=C5)OC)O)(C(=O)CO)O)N)O.Cl. Cell line: OVCAR-4. Synergy scores: CSS=40.7, Synergy_ZIP=3.14, Synergy_Bliss=4.08, Synergy_Loewe=-22.6, Synergy_HSA=4.01.